Dataset: Forward reaction prediction with 1.9M reactions from USPTO patents (1976-2016). Task: Predict the product of the given reaction. Given the reactants C(O)C[CH2:3][CH2:4][CH2:5][CH2:6][OH:7].[C:9](=[O:12])([O-])[O-].[OH-].[K+].S([O-])([O-])(=O)=O.[Mg+2].[C:21](OCC)(=[O:23])C, predict the reaction product. The product is: [CH2:21]([C:5]([CH2:6][OH:7])([CH2:9][OH:12])[CH2:4][CH3:3])[OH:23].